Task: Predict which catalyst facilitates the given reaction.. Dataset: Catalyst prediction with 721,799 reactions and 888 catalyst types from USPTO (1) Reactant: C([O:7][CH2:8][C@H:9]([C:15]1[C:40]([CH3:41])=[CH:39][C:18]2[N:19]=[C:20]([C:22]3[CH:27]=[CH:26][N:25]=[C:24]([C:28]4[CH:33]=[CH:32][CH:31]=[C:30]([C:34]5[NH:38][N:37]=[N:36][N:35]=5)[CH:29]=4)[CH:23]=3)[S:21][C:17]=2[C:16]=1[C:42]1[CH:47]=[CH:46][C:45]([Cl:48])=[CH:44][CH:43]=1)[O:10][C:11]([CH3:14])([CH3:13])[CH3:12])(=O)C(C)(C)C.CO.[OH-].[Na+]. Product: [NH:38]1[C:34]([C:30]2[CH:29]=[C:28]([C:24]3[CH:23]=[C:22]([C:20]4[S:21][C:17]5[C:16]([C:42]6[CH:47]=[CH:46][C:45]([Cl:48])=[CH:44][CH:43]=6)=[C:15]([C@H:9]([O:10][C:11]([CH3:13])([CH3:12])[CH3:14])[CH2:8][OH:7])[C:40]([CH3:41])=[CH:39][C:18]=5[N:19]=4)[CH:27]=[CH:26][N:25]=3)[CH:33]=[CH:32][CH:31]=2)=[N:35][N:36]=[N:37]1. The catalyst class is: 1. (2) Reactant: [C:1]([C:5]1[O:6][CH:7]=[C:8]([C:10](=[C:13]([C:15]2[C:16]([C:22]([F:25])([F:24])[F:23])=[N:17][N:18]([CH3:21])[C:19]=2[Cl:20])[OH:14])[C:11]#[N:12])[N:9]=1)([CH3:4])([CH3:3])[CH3:2].[H-].[Na+].[CH2:28]([O:30][CH2:31]Cl)[CH3:29]. Product: [C:1]([C:5]1[O:6][CH:7]=[C:8]([C:10](=[C:13]([C:15]2[C:16]([C:22]([F:23])([F:24])[F:25])=[N:17][N:18]([CH3:21])[C:19]=2[Cl:20])[O:14][CH2:31][O:30][CH2:28][CH3:29])[C:11]#[N:12])[N:9]=1)([CH3:4])([CH3:2])[CH3:3]. The catalyst class is: 1. (3) Reactant: [NH2:1][C:2]1[CH:10]=[C:9]2[C:5]([C:6](=[O:12])[NH:7][C:8]2=[O:11])=[CH:4][C:3]=1[O:13][C:14]1[CH:19]=[CH:18][C:17]([CH2:20][C:21]([O:23][CH3:24])=[O:22])=[CH:16][C:15]=1[Cl:25].[Cl:26][C:27]1[CH:32]=[CH:31][C:30]([S:33](Cl)(=[O:35])=[O:34])=[CH:29][CH:28]=1.N1C(C)=CC=CC=1C. The catalyst class is: 4. Product: [Cl:25][C:15]1[CH:16]=[C:17]([CH2:20][C:21]([O:23][CH3:24])=[O:22])[CH:18]=[CH:19][C:14]=1[O:13][C:3]1[CH:4]=[C:5]2[C:9](=[CH:10][C:2]=1[NH:1][S:33]([C:30]1[CH:31]=[CH:32][C:27]([Cl:26])=[CH:28][CH:29]=1)(=[O:35])=[O:34])[C:8](=[O:11])[NH:7][C:6]2=[O:12].